Dataset: Full USPTO retrosynthesis dataset with 1.9M reactions from patents (1976-2016). Task: Predict the reactants needed to synthesize the given product. (1) The reactants are: [CH3:1][N:2]1[C:10]([CH2:11][CH2:12][CH2:13][C:14]([OH:16])=[O:15])=[N:9][C:8]2[CH:7]=[C:6]([N:17]([CH2:21][CH2:22][Cl:23])[CH2:18][CH2:19][Cl:20])[CH:5]=[CH:4][C:3]1=2.Cl.Cl. Given the product [CH3:1][N:2]1[C:10]([CH2:11][CH2:12][CH2:13][C:14]([OH:16])=[O:15])=[N:9][C:8]2[CH:7]=[C:6]([N:17]([CH2:18][CH2:19][Cl:20])[CH2:21][CH2:22][Cl:23])[CH:5]=[CH:4][C:3]1=2, predict the reactants needed to synthesize it. (2) The reactants are: Br[C:2]1[CH:9]=[C:8]([C:10]([CH3:13])([CH3:12])[CH3:11])[CH:7]=[C:6]([Br:14])[C:3]=1[C:4]#[N:5].[C:15]([C:17]1[CH:22]=[CH:21][C:20]([NH:23][S:24]([CH3:27])(=[O:26])=[O:25])=[CH:19][CH:18]=1)#[CH:16].CCN(C(C)C)C(C)C. Given the product [Br:14][C:6]1[C:3]([C:4]#[N:5])=[C:2]([C:16]#[C:15][C:17]2[CH:18]=[CH:19][C:20]([NH:23][S:24]([CH3:27])(=[O:25])=[O:26])=[CH:21][CH:22]=2)[CH:9]=[C:8]([C:10]([CH3:13])([CH3:12])[CH3:11])[CH:7]=1, predict the reactants needed to synthesize it. (3) Given the product [CH3:31][S:32]([O:1][C@H:2]([CH3:23])[CH2:3][N:4]1[C:12]([C:13]2[CH:18]=[CH:17][CH:16]=[CH:15][CH:14]=2)=[C:11]2[C:6]([N:7]([CH3:22])[C:8](=[O:21])[N:9]([CH3:20])[C:10]2=[O:19])=[CH:5]1)(=[O:34])=[O:33], predict the reactants needed to synthesize it. The reactants are: [OH:1][C@H:2]([CH3:23])[CH2:3][N:4]1[C:12]([C:13]2[CH:18]=[CH:17][CH:16]=[CH:15][CH:14]=2)=[C:11]2[C:6]([N:7]([CH3:22])[C:8](=[O:21])[N:9]([CH3:20])[C:10]2=[O:19])=[CH:5]1.C(N(CC)CC)C.[CH3:31][S:32](Cl)(=[O:34])=[O:33].C([O-])([O-])=O.[K+].[K+]. (4) Given the product [CH3:37][S:38]([O:1][CH2:2][C@H:3]1[CH2:14][CH2:13][C:12]2[S:11][C:10]3[C:5](=[C:6]([NH:15][CH:16]4[CH2:17][CH2:18][CH:19]([NH:22][C:23](=[O:29])[O:24][C:25]([CH3:26])([CH3:28])[CH3:27])[CH2:20][CH2:21]4)[N:7]=[CH:8][N:9]=3)[C:4]1=2)(=[O:40])=[O:39], predict the reactants needed to synthesize it. The reactants are: [OH:1][CH2:2][C@H:3]1[CH2:14][CH2:13][C:12]2[S:11][C:10]3[C:5](=[C:6]([NH:15][CH:16]4[CH2:21][CH2:20][CH:19]([NH:22][C:23](=[O:29])[O:24][C:25]([CH3:28])([CH3:27])[CH3:26])[CH2:18][CH2:17]4)[N:7]=[CH:8][N:9]=3)[C:4]1=2.C(N(CC)CC)C.[CH3:37][S:38](Cl)(=[O:40])=[O:39].